Dataset: Peptide-MHC class II binding affinity with 134,281 pairs from IEDB. Task: Regression. Given a peptide amino acid sequence and an MHC pseudo amino acid sequence, predict their binding affinity value. This is MHC class II binding data. (1) The peptide sequence is RLKGRSCDDWLGGSV. The MHC is H-2-IEd with pseudo-sequence H-2-IEd. The binding affinity (normalized) is 0.134. (2) The peptide sequence is NLARTISEAGQAMAS. The MHC is DRB1_0701 with pseudo-sequence DRB1_0701. The binding affinity (normalized) is 0.275. (3) The peptide sequence is MGVSDVPRDLEVVAA. The MHC is HLA-DQA10102-DQB10602 with pseudo-sequence HLA-DQA10102-DQB10602. The binding affinity (normalized) is 0.211. (4) The peptide sequence is CQFLKVEKSQLLNEF. The MHC is DRB4_0101 with pseudo-sequence DRB4_0103. The binding affinity (normalized) is 0.570. (5) The peptide sequence is FMVAMFLAVAVVLGL. The binding affinity (normalized) is 0.315. The MHC is HLA-DPA10301-DPB10402 with pseudo-sequence HLA-DPA10301-DPB10402. (6) The binding affinity (normalized) is 0.759. The peptide sequence is IEFRFYKEITNVFRG. The MHC is DRB1_1602 with pseudo-sequence DRB1_1602. (7) The MHC is HLA-DPA10103-DPB10301 with pseudo-sequence YAFFMFSGGAILNTLYLQFEYFDLEKVRVHLDVT. The peptide sequence is ATVATAPEVKYTVFE. The binding affinity (normalized) is 0.